Dataset: Reaction yield outcomes from USPTO patents with 853,638 reactions. Task: Predict the reaction yield, written as a fraction of the theoretical maximum amount of product (1.0 means a 100% yield; for example, 0.34 means a 34% yield). (1) The reactants are [NH2:1][C:2](=[O:36])[CH2:3][O:4][C:5]1[C:13]([C:14]2[CH:15]=[CH:16][C:17]3[O:21][C:20]([C:22]4[CH:27]=[CH:26][C:25]([F:28])=[CH:24][CH:23]=4)=[C:19]([C:29](=[O:32])[NH:30][CH3:31])[C:18]=3[CH:33]=2)=[CH:12][C:8]([C:9]([OH:11])=O)=[C:7]([O:34][CH3:35])[CH:6]=1.[N:37]1[CH:42]=[CH:41][CH:40]=[CH:39][C:38]=1[C:43]1([NH2:46])[CH2:45][CH2:44]1.CN(C(ON1N=NC2C=CC=NC1=2)=[N+](C)C)C.F[P-](F)(F)(F)(F)F. The catalyst is CN(C=O)C. The product is [NH2:1][C:2](=[O:36])[CH2:3][O:4][C:5]1[CH:6]=[C:7]([O:34][CH3:35])[C:8]([C:9](=[O:11])[NH:46][C:43]2([C:38]3[CH:39]=[CH:40][CH:41]=[CH:42][N:37]=3)[CH2:45][CH2:44]2)=[CH:12][C:13]=1[C:14]1[CH:15]=[CH:16][C:17]2[O:21][C:20]([C:22]3[CH:27]=[CH:26][C:25]([F:28])=[CH:24][CH:23]=3)=[C:19]([C:29]([NH:30][CH3:31])=[O:32])[C:18]=2[CH:33]=1. The yield is 0.870. (2) The reactants are [C:1]([C:5]1[CH:12]=[CH:11][C:8]([CH:9]=O)=[CH:7][CH:6]=1)([CH3:4])([CH3:3])[CH3:2].Cl.[Cl:14][C:15]1[C:16]([F:24])=[C:17]([CH2:21][CH2:22][NH2:23])[CH:18]=[CH:19][CH:20]=1.C(=O)([O-])[O-].[K+].[K+].[BH4-].[Na+].Cl. The catalyst is CO. The product is [C:1]([C:5]1[CH:12]=[CH:11][C:8]([CH2:9][NH:23][CH2:22][CH2:21][C:17]2[CH:18]=[CH:19][CH:20]=[C:15]([Cl:14])[C:16]=2[F:24])=[CH:7][CH:6]=1)([CH3:4])([CH3:3])[CH3:2]. The yield is 0.560. (3) The reactants are [C:1]([NH:8][CH2:9][CH2:10][NH2:11])([O:3][C:4]([CH3:7])([CH3:6])[CH3:5])=[O:2].[CH2:12]([CH:15]([CH2:19][C:20]#[CH:21])[C:16](O)=O)[C:13]#[CH:14].CN([C:25]([O:29]N1N=NC2C=CC=CC1=2)=[N+](C)C)C.[B-](F)(F)(F)F.CCN(C(C)C)C(C)C. The catalyst is CC#N. The product is [C:4]([O:3][C:1](=[O:2])[NH:8][CH2:9][CH2:10][NH:11][C:25](=[O:29])[CH2:16][CH:15]([CH2:19][C:20]#[CH:21])[CH2:12][C:13]#[CH:14])([CH3:5])([CH3:6])[CH3:7]. The yield is 0.310. (4) The reactants are C(O[C:6]([N:8]1[CH2:13][CH2:12][N:11]([C:14]2[C:19]([N+:20]([O-:22])=[O:21])=[CH:18][CH:17]=[CH:16][C:15]=2[Cl:23])[CH2:10][CH2:9]1)=O)(C)(C)C.FC(F)(F)C(O)=O.[C:31]([O:35][C:36]([N:38]1[CH2:43][CH2:42][C:41]2[N:44]([CH2:57][CH2:58]C=O)[N:45]=[C:46]([C:47]3[CH:52]=[CH:51][C:50]([C:53]([F:56])([F:55])[F:54])=[CH:49][CH:48]=3)[C:40]=2[CH2:39]1)=[O:37])([CH3:34])([CH3:33])[CH3:32].C(O)(=O)C.[BH-](OC(C)=O)(OC(C)=O)OC(C)=O.[Na+].C([O-])(O)=O.[Na+]. The catalyst is C(Cl)Cl. The product is [C:31]([O:35][C:36]([N:38]1[CH2:43][CH2:42][C:41]2[N:44]([CH2:57][CH2:58][CH2:6][N:8]3[CH2:9][CH2:10][N:11]([C:14]4[C:19]([N+:20]([O-:22])=[O:21])=[CH:18][CH:17]=[CH:16][C:15]=4[Cl:23])[CH2:12][CH2:13]3)[N:45]=[C:46]([C:47]3[CH:48]=[CH:49][C:50]([C:53]([F:55])([F:56])[F:54])=[CH:51][CH:52]=3)[C:40]=2[CH2:39]1)=[O:37])([CH3:34])([CH3:32])[CH3:33]. The yield is 0.920. (5) The reactants are Cl.[NH2:2][CH:3]1[CH2:7][CH2:6][N:5]([C:8]2[N:9]=[C:10]([NH:17][C:18]3[CH:23]=[CH:22][C:21]([O:24][CH3:25])=[C:20]([O:26][CH3:27])[CH:19]=3)[C:11]3[N:16]=[CH:15][S:14][C:12]=3[N:13]=2)[CH2:4]1.[O:28]=[C:29]1[CH2:37][C:36]2[C:31](=[CH:32][C:33]([C:38](O)=[O:39])=[CH:34][CH:35]=2)[NH:30]1.CCN=C=NCCCN(C)C.CN1C=CN=C1. The catalyst is C(Cl)Cl. The product is [CH3:27][O:26][C:20]1[CH:19]=[C:18]([NH:17][C:10]2[C:11]3[N:16]=[CH:15][S:14][C:12]=3[N:13]=[C:8]([N:5]3[CH2:6][CH2:7][CH:3]([NH:2][C:38]([C:33]4[CH:32]=[C:31]5[C:36]([CH2:37][C:29](=[O:28])[NH:30]5)=[CH:35][CH:34]=4)=[O:39])[CH2:4]3)[N:9]=2)[CH:23]=[CH:22][C:21]=1[O:24][CH3:25]. The yield is 0.235. (6) The reactants are [O:1]1[C:5]2[CH:6]=[CH:7][C:8]([C:10]3[CH:15]=[CH:14][C:13]([N:16]4[C:20]([CH2:21][C@@H:22]5[CH2:26][CH2:25][N:24]([C:27]([CH:29]6[CH2:31][CH2:30]6)=[O:28])[CH2:23]5)=[N:19][NH:18][C:17]4=[O:32])=[CH:12][CH:11]=3)=[CH:9][C:4]=2[CH:3]=[CH:2]1.C(=O)([O-])[O-].[K+].[K+].Cl[CH2:40][CH2:41][N:42]1[C:46](=[O:47])[C:45]2=[CH:48][CH:49]=[CH:50][CH:51]=[C:44]2[C:43]1=[O:52]. The catalyst is CN(C)C=O. The product is [O:1]1[C:5]2[CH:6]=[CH:7][C:8]([C:10]3[CH:11]=[CH:12][C:13]([N:16]4[C:17](=[O:32])[N:18]([CH2:40][CH2:41][N:42]5[C:43](=[O:52])[C:44]6[C:45](=[CH:48][CH:49]=[CH:50][CH:51]=6)[C:46]5=[O:47])[N:19]=[C:20]4[CH2:21][C@@H:22]4[CH2:26][CH2:25][N:24]([C:27]([CH:29]5[CH2:30][CH2:31]5)=[O:28])[CH2:23]4)=[CH:14][CH:15]=3)=[CH:9][C:4]=2[CH:3]=[CH:2]1. The yield is 0.330. (7) The reactants are [NH2:1][C:2]1[CH:10]=[C:9]([F:11])[C:8]([F:12])=[CH:7][C:3]=1[C:4](O)=[O:5].O1CCCC1.C(Cl)(Cl)=O.[OH-].[NH4+:23]. The catalyst is C1(C)C=CC=CC=1. The product is [NH2:1][C:2]1[CH:10]=[C:9]([F:11])[C:8]([F:12])=[CH:7][C:3]=1[C:4]([NH2:23])=[O:5]. The yield is 0.620. (8) The reactants are [CH2:1]=[CH:2][CH:3]=[CH2:4].[H-].[CH2:6]([Al+]CC(C)C)C(C)C.[Nd].C(Br)C=C. The catalyst is [Nd].CCCCCC. The product is [CH2:1]=[CH:2][C:3](=[CH2:6])[CH3:4].[CH2:1]=[CH:2][CH:3]=[CH2:4]. The yield is 0.870. (9) The product is [Cl:15][C:13]1[CH:14]=[C:9]([CH:1]=[CH2:2])[CH:10]=[C:11]([Cl:27])[C:12]=1[N:16]1[CH:26]=[C:19]2[CH:20]=[N+:21]([O-:25])[CH:22]=[C:23]([F:24])[C:18]2=[N:17]1. The yield is 0.620. The reactants are [CH2:1](N(CC)CC)[CH3:2].Br[C:9]1[CH:14]=[C:13]([Cl:15])[C:12]([N:16]2[CH:26]=[C:19]3[CH:20]=[N+:21]([O-:25])[CH:22]=[C:23]([F:24])[C:18]3=[N:17]2)=[C:11]([Cl:27])[CH:10]=1.C(Cl)(Cl)Cl. The catalyst is C(O)CC.C1C=CC(P(C2C=CC=CC=2)[C-]2C=CC=C2)=CC=1.C1C=CC(P(C2C=CC=CC=2)[C-]2C=CC=C2)=CC=1.Cl[Pd]Cl.[Fe+2].